This data is from Peptide-MHC class I binding affinity with 185,985 pairs from IEDB/IMGT. The task is: Regression. Given a peptide amino acid sequence and an MHC pseudo amino acid sequence, predict their binding affinity value. This is MHC class I binding data. The peptide sequence is WTLAKPDFV. The MHC is HLA-B15:01 with pseudo-sequence HLA-B15:01. The binding affinity (normalized) is 0.0847.